This data is from Full USPTO retrosynthesis dataset with 1.9M reactions from patents (1976-2016). The task is: Predict the reactants needed to synthesize the given product. Given the product [CH2:1]([NH:3][C:38](=[O:39])[C:37]1[CH:41]=[CH:42][C:34]([CH2:33][N:14]2[C:15]3[C:20](=[CH:19][CH:18]=[CH:17][CH:16]=3)[C:21]3([CH2:25][O:24][C:23]4[CH:26]=[C:27]5[C:31](=[CH:32][C:22]3=4)[CH2:30][CH2:29][O:28]5)[C:13]2=[O:12])=[CH:35][CH:36]=1)[CH3:2], predict the reactants needed to synthesize it. The reactants are: [CH2:1]([NH2:3])[CH3:2].C1(CN)CCCCC1.[O:12]=[C:13]1[C:21]2([CH2:25][O:24][C:23]3[CH:26]=[C:27]4[C:31](=[CH:32][C:22]2=3)[CH2:30][CH2:29][O:28]4)[C:20]2[C:15](=[CH:16][CH:17]=[CH:18][CH:19]=2)[N:14]1[CH2:33][C:34]1[CH:42]=[CH:41][C:37]([C:38](O)=[O:39])=[CH:36][CH:35]=1.O=C1C2(COC3C=C4C(=CC2=3)CCO4)C2C(=CC=CC=2)N1CC1C=C(C=CC=1)C(O)=O.